Task: Binary Classification. Given a miRNA mature sequence and a target amino acid sequence, predict their likelihood of interaction.. Dataset: Experimentally validated miRNA-target interactions with 360,000+ pairs, plus equal number of negative samples (1) The miRNA is hsa-miR-195-3p with sequence CCAAUAUUGGCUGUGCUGCUCC. The protein sequence of the target gene is MRLSLPLLLLLLGAWAIPGGLGDRAPLTATAPQLDDEEMYSAHMPAHLRCDACRAVAYQMWQNLAKAETKLHTSNSGGRRELSELVYTDVLDRSCSRNWQDYGVREVDQVKRLTGPGLSEGPEPSISVMVTGGPWPTRLSRTCLHYLGEFGEDQIYEAHQQGRGALEALLCGGPQGACSEKVSATREEL. Result: 0 (no interaction). (2) The miRNA is hsa-miR-4635 with sequence UCUUGAAGUCAGAACCCGCAA. The protein sequence of the target gene is MRLSWFRVLTVLSICLSAVATATGAEGKRKLQIGVKKRVDHCPIKSRKGDVLHMHYTGKLEDGTEFDSSLPQNQPFVFSLGTGQVIKGWDQGLLGMCEGEKRKLVIPSELGYGERGAPPKIPGGATLVFEVELLKIERRTEL. Result: 0 (no interaction).